This data is from Reaction yield outcomes from USPTO patents with 853,638 reactions. The task is: Predict the reaction yield, written as a fraction of the theoretical maximum amount of product (1.0 means a 100% yield; for example, 0.34 means a 34% yield). The reactants are [CH2:1]([N:8]1[CH2:13][CH2:12][CH:11]([NH:14][C:15]2[CH:23]=[C:22]3[C:18]([CH2:19][CH2:20][N:21]3[C:24](=[O:26])[CH3:25])=[CH:17][CH:16]=2)[CH2:10][CH2:9]1)[C:2]1[CH:7]=[CH:6][CH:5]=[CH:4][CH:3]=1.[C:27](Cl)(=[O:36])[CH:28]=[CH:29][C:30]1[CH:35]=[CH:34][CH:33]=[CH:32][CH:31]=1.C(N(CC)CC)C. The catalyst is C(Cl)Cl. The product is [C:24]([N:21]1[C:22]2[C:18](=[CH:17][CH:16]=[C:15]([N:14]([CH:11]3[CH2:12][CH2:13][N:8]([CH2:1][C:2]4[CH:3]=[CH:4][CH:5]=[CH:6][CH:7]=4)[CH2:9][CH2:10]3)[C:27](=[O:36])/[CH:28]=[CH:29]/[C:30]3[CH:35]=[CH:34][CH:33]=[CH:32][CH:31]=3)[CH:23]=2)[CH2:19][CH2:20]1)(=[O:26])[CH3:25]. The yield is 0.850.